Predict the reactants needed to synthesize the given product. From a dataset of Full USPTO retrosynthesis dataset with 1.9M reactions from patents (1976-2016). (1) Given the product [F:19][C:5]1[C:6]([NH:8][C:9]2[CH:18]=[CH:17][CH:16]=[CH:15][C:10]=2[C:11]([NH:13][CH3:14])=[O:12])=[CH:7][C:2]([NH:35][C:24]2[CH:25]=[CH:26][C:27]([N:29]3[CH2:30][CH2:31][O:32][CH2:33][CH2:34]3)=[CH:28][C:23]=2[O:22][CH3:21])=[N:3][CH:4]=1, predict the reactants needed to synthesize it. The reactants are: Cl[C:2]1[CH:7]=[C:6]([NH:8][C:9]2[CH:18]=[CH:17][CH:16]=[CH:15][C:10]=2[C:11]([NH:13][CH3:14])=[O:12])[C:5]([F:19])=[CH:4][N:3]=1.Cl.[CH3:21][O:22][C:23]1[CH:28]=[C:27]([N:29]2[CH2:34][CH2:33][O:32][CH2:31][CH2:30]2)[CH:26]=[CH:25][C:24]=1[NH2:35].C(=O)([O-])[O-].[Cs+].[Cs+].C1(P(C2C=CC=CC=2)C2C=CC3C(=CC=CC=3)C=2C2C3C(=CC=CC=3)C=CC=2P(C2C=CC=CC=2)C2C=CC=CC=2)C=CC=CC=1. (2) Given the product [NH2:32][C:31]1[C:26]2[C:25]([F:33])=[CH:24][N:23]([C@@H:11]3[O:12][C@H:13]([CH2:14][OH:15])[C@@H:9]([O:8][Si:1]([C:4]([CH3:7])([CH3:6])[CH3:5])([CH3:2])[CH3:3])[CH2:10]3)[C:27]=2[N:28]=[CH:29][N:30]=1, predict the reactants needed to synthesize it. The reactants are: [Si:1]([O:8][C@@H:9]1[C@@H:13]([CH2:14][O:15][Si](C(C)(C)C)(C)C)[O:12][C@@H:11]([N:23]2[C:27]3[N:28]=[CH:29][N:30]=[C:31]([NH2:32])[C:26]=3[C:25]([F:33])=[CH:24]2)[CH2:10]1)([C:4]([CH3:7])([CH3:6])[CH3:5])([CH3:3])[CH3:2].FC(F)(F)C(O)=O.C1(C)C=CC=CC=1. (3) The reactants are: [I:1][CH2:2][C:3]1[N:4]=C(C2C=CC(C)=CC=2)O[C:7]=1[C:8]1[CH:13]=CC=C[CH:9]=1.CC(C)C(=O)C(=NO)C.[F:30][C:31]([F:41])([F:40])[C:32]1[CH:39]=[CH:38][C:35]([CH:36]=[O:37])=[CH:34][CH:33]=1. Given the product [I:1][CH2:2][C:3]1[N:4]=[C:36]([C:35]2[CH:38]=[CH:39][C:32]([C:31]([F:40])([F:41])[F:30])=[CH:33][CH:34]=2)[O:37][C:7]=1[CH:8]([CH3:13])[CH3:9], predict the reactants needed to synthesize it.